Dataset: Peptide-MHC class I binding affinity with 185,985 pairs from IEDB/IMGT. Task: Regression. Given a peptide amino acid sequence and an MHC pseudo amino acid sequence, predict their binding affinity value. This is MHC class I binding data. (1) The peptide sequence is ETKLGKAGY. The MHC is HLA-A68:01 with pseudo-sequence HLA-A68:01. The binding affinity (normalized) is 0.201. (2) The peptide sequence is YRRKLTNPA. The MHC is HLA-B07:02 with pseudo-sequence HLA-B07:02. The binding affinity (normalized) is 0.0847. (3) The peptide sequence is KTTKRLTV. The MHC is Mamu-A01 with pseudo-sequence Mamu-A01. The binding affinity (normalized) is 0.0544. (4) The peptide sequence is AINNRICVM. The MHC is HLA-B15:01 with pseudo-sequence HLA-B15:01. The binding affinity (normalized) is 0.637.